This data is from Forward reaction prediction with 1.9M reactions from USPTO patents (1976-2016). The task is: Predict the product of the given reaction. (1) The product is: [Cl:47][C:46]1[C:41]([NH:40][C:35]2[CH:36]=[CH:37][CH:38]=[CH:39][C:34]=2[S:31]([N:28]2[CH2:29][CH2:30][C@@H:26]([OH:25])[CH2:27]2)(=[O:32])=[O:33])=[N:42][C:43]([NH:1][C:2]2[C:17]([O:18][CH3:19])=[CH:16][C:5]3[CH2:6][CH2:7][N:8]([CH2:11][C:12]([OH:14])([CH3:15])[CH3:13])[CH2:9][CH2:10][C:4]=3[CH:3]=2)=[N:44][CH:45]=1. Given the reactants [NH2:1][C:2]1[C:17]([O:18][CH3:19])=[CH:16][C:5]2[CH2:6][CH2:7][N:8]([CH2:11][C:12]([CH3:15])([OH:14])[CH3:13])[CH2:9][CH2:10][C:4]=2[CH:3]=1.C([Si](C)(C)[O:25][C@@H:26]1[CH2:30][CH2:29][N:28]([S:31]([C:34]2[CH:39]=[CH:38][CH:37]=[CH:36][C:35]=2[NH:40][C:41]2[C:46]([Cl:47])=[CH:45][N:44]=[C:43](Cl)[N:42]=2)(=[O:33])=[O:32])[CH2:27]1)(C)(C)C, predict the reaction product. (2) The product is: [O:44]=[S:20]1(=[O:19])[CH2:24][CH2:23][CH:22]([NH:25][S:26]([C:29]2[CH:34]=[CH:33][C:32]([C:2]3[CH:7]=[CH:6][N:5]=[C:4]4[NH:8][C:9]([CH2:11][C:12](=[O:18])[N:13]5[CH2:17][CH2:16][CH2:15][CH2:14]5)=[CH:10][C:3]=34)=[CH:31][CH:30]=2)(=[O:27])=[O:28])[CH2:21]1. Given the reactants Br[C:2]1[CH:7]=[CH:6][N:5]=[C:4]2[NH:8][C:9]([CH2:11][C:12](=[O:18])[N:13]3[CH2:17][CH2:16][CH2:15][CH2:14]3)=[CH:10][C:3]=12.[O:19]=[S:20]1(=[O:44])[CH2:24][CH2:23][CH:22]([NH:25][S:26]([C:29]2[CH:34]=[CH:33][C:32](B3OC(C)(C)C(C)(C)O3)=[CH:31][CH:30]=2)(=[O:28])=[O:27])[CH2:21]1.C(=O)([O-])[O-].[Na+].[Na+], predict the reaction product. (3) Given the reactants C(O[C:4]([C:6]1[S:14][C:13]2[CH:12]=[CH:11][N:10]=[CH:9][C:8]=2[C:7]=1[NH:15][C:16]1[CH:21]=[CH:20][C:19]([Br:22])=[CH:18][C:17]=1[F:23])=[O:5])C.[OH-].[Na+].[CH3:26][C:27]1([CH3:35])[O:31][C@@H:30]([CH2:32][O:33][NH2:34])[CH2:29][O:28]1.CCN=C=NCCCN(C)C.C1C=CC2N(O)N=NC=2C=1.CCN(C(C)C)C(C)C, predict the reaction product. The product is: [CH3:26][C:27]1([CH3:35])[O:31][C@@H:30]([CH2:32][O:33][NH:34][C:4]([C:6]2[S:14][C:13]3[CH:12]=[CH:11][N:10]=[CH:9][C:8]=3[C:7]=2[NH:15][C:16]2[CH:21]=[CH:20][C:19]([Br:22])=[CH:18][C:17]=2[F:23])=[O:5])[CH2:29][O:28]1. (4) Given the reactants [H-].[Na+].ClC1C2N=C(CC(F)(F)F)[N:9](Cl)C=2C=CC=1.[Cl:19][C:20]1[CH:21]=[C:22]2[C:26](=[CH:27][C:28]=1[Cl:29])[NH:25][C:24]([CH2:30][C:31]([F:34])([F:33])[F:32])=C2.[CH3:35][O:36][C:37]1[CH:44]=[CH:43][C:40]([CH2:41]Cl)=[CH:39][CH:38]=1.[I-].[K+].[NH4+].[Cl-], predict the reaction product. The product is: [Cl:29][C:28]1[C:20]([Cl:19])=[CH:21][C:22]2[N:9]([CH2:41][C:40]3[CH:43]=[CH:44][C:37]([O:36][CH3:35])=[CH:38][CH:39]=3)[C:24]([CH2:30][C:31]([F:32])([F:33])[F:34])=[N:25][C:26]=2[CH:27]=1. (5) Given the reactants [NH2:1][C:2]1[S:3][C:4]2[CH:10]=[C:9]([O:11][C:12]([F:15])([F:14])[F:13])[CH:8]=[CH:7][C:5]=2[N:6]=1.[ClH:16], predict the reaction product. The product is: [ClH:16].[NH2:1][C:2]1[S:3][C:4]2[CH:10]=[C:9]([O:11][C:12]([F:15])([F:13])[F:14])[CH:8]=[CH:7][C:5]=2[N:6]=1. (6) Given the reactants [SH:1][C:2]1[CH:7]=[C:6]([CH3:8])[C:5]([OH:9])=[C:4]([CH3:10])[C:3]=1[CH3:11].C(OC)(OC)OC.[CH2:19]([O:21][C:22](=[O:28])[CH:23]=[C:24]1[CH2:27][CH2:26][CH2:25]1)C, predict the reaction product. The product is: [CH3:19][O:21][C:22](=[O:28])[CH2:23][C:24]1([S:1][C:2]2[CH:7]=[C:6]([CH3:8])[C:5]([OH:9])=[C:4]([CH3:10])[C:3]=2[CH3:11])[CH2:27][CH2:26][CH2:25]1. (7) The product is: [CH3:1][O:2][C:3]1[CH:4]=[C:5]([CH:9]([OH:10])[CH2:11][NH:13][CH3:12])[CH:6]=[CH:7][CH:8]=1. Given the reactants [CH3:1][O:2][C:3]1[CH:4]=[C:5]([CH:9]2[CH2:11][O:10]2)[CH:6]=[CH:7][CH:8]=1.[CH3:12][NH2:13], predict the reaction product.